From a dataset of Catalyst prediction with 721,799 reactions and 888 catalyst types from USPTO. Predict which catalyst facilitates the given reaction. Reactant: [NH2:1][C:2]([NH2:4])=[O:3].CS(C)=O.[CH2:9]([C:12]([CH2:23]/[CH:24]=[CH:25]/[CH3:26])([C:18](OCC)=[O:19])[C:13](OCC)=[O:14])[CH:10]=[CH2:11].[H-].[Na+]. Product: [CH2:9]([C:12]1([CH2:23]/[CH:24]=[CH:25]/[CH3:26])[C:18](=[O:19])[NH:4][C:2](=[O:3])[NH:1][C:13]1=[O:14])[CH:10]=[CH2:11]. The catalyst class is: 6.